This data is from CYP2C19 inhibition data for predicting drug metabolism from PubChem BioAssay. The task is: Regression/Classification. Given a drug SMILES string, predict its absorption, distribution, metabolism, or excretion properties. Task type varies by dataset: regression for continuous measurements (e.g., permeability, clearance, half-life) or binary classification for categorical outcomes (e.g., BBB penetration, CYP inhibition). Dataset: cyp2c19_veith. (1) The molecule is CC(C)CCC(=O)O.C[C@]12CCC[C@@H]1[C@@H]1C(=O)C[C@H]3CC(=O)CC[C@@]3(C)[C@H]1CC2=O. The result is 0 (non-inhibitor). (2) The molecule is CCN1C(=O)[C@H]2CC[C@H]3/C(=N\OC[C@@H]4O[C@H](c5ccccc5)C=C[C@@H]4Oc4ccc(OC)cc4)C[C@@H](O)[C@@H](O)[C@@H]3[C@@H]2C1=O. The result is 1 (inhibitor). (3) The drug is NC(=O)c1ncn([C@@H]2O[C@@H](CO)[C@@H](O)[C@H]2O)c1O. The result is 0 (non-inhibitor).